This data is from NCI-60 drug combinations with 297,098 pairs across 59 cell lines. The task is: Regression. Given two drug SMILES strings and cell line genomic features, predict the synergy score measuring deviation from expected non-interaction effect. (1) Drug 1: C1CN1C2=NC(=NC(=N2)N3CC3)N4CC4. Drug 2: CN1C2=C(C=C(C=C2)N(CCCl)CCCl)N=C1CCCC(=O)O.Cl. Cell line: EKVX. Synergy scores: CSS=0.877, Synergy_ZIP=-2.03, Synergy_Bliss=-2.42, Synergy_Loewe=-7.63, Synergy_HSA=-4.41. (2) Drug 1: CCC(=C(C1=CC=CC=C1)C2=CC=C(C=C2)OCCN(C)C)C3=CC=CC=C3.C(C(=O)O)C(CC(=O)O)(C(=O)O)O. Drug 2: C1CC(C1)(C(=O)O)C(=O)O.[NH2-].[NH2-].[Pt+2]. Cell line: UACC62. Synergy scores: CSS=21.6, Synergy_ZIP=-2.37, Synergy_Bliss=0.678, Synergy_Loewe=2.27, Synergy_HSA=3.22. (3) Drug 1: CC1=C(C=C(C=C1)C(=O)NC2=CC(=CC(=C2)C(F)(F)F)N3C=C(N=C3)C)NC4=NC=CC(=N4)C5=CN=CC=C5. Drug 2: C1CCC(C(C1)N)N.C(=O)(C(=O)[O-])[O-].[Pt+4]. Cell line: MDA-MB-231. Synergy scores: CSS=12.7, Synergy_ZIP=-5.71, Synergy_Bliss=-4.48, Synergy_Loewe=-3.17, Synergy_HSA=-2.25. (4) Drug 1: C1=CN(C(=O)N=C1N)C2C(C(C(O2)CO)O)O.Cl. Drug 2: B(C(CC(C)C)NC(=O)C(CC1=CC=CC=C1)NC(=O)C2=NC=CN=C2)(O)O. Cell line: MDA-MB-231. Synergy scores: CSS=59.5, Synergy_ZIP=-6.69, Synergy_Bliss=-3.40, Synergy_Loewe=-2.39, Synergy_HSA=0.442. (5) Drug 1: C#CCC(CC1=CN=C2C(=N1)C(=NC(=N2)N)N)C3=CC=C(C=C3)C(=O)NC(CCC(=O)O)C(=O)O. Drug 2: C1CN(CCN1C(=O)CCBr)C(=O)CCBr. Cell line: SNB-75. Synergy scores: CSS=34.4, Synergy_ZIP=-2.47, Synergy_Bliss=1.26, Synergy_Loewe=-63.9, Synergy_HSA=1.84. (6) Drug 1: CC=C1C(=O)NC(C(=O)OC2CC(=O)NC(C(=O)NC(CSSCCC=C2)C(=O)N1)C(C)C)C(C)C. Drug 2: C1C(C(OC1N2C=NC3=C2NC=NCC3O)CO)O. Cell line: IGROV1. Synergy scores: CSS=23.9, Synergy_ZIP=-2.04, Synergy_Bliss=0.164, Synergy_Loewe=-23.0, Synergy_HSA=-0.248. (7) Drug 1: CC1=CC2C(CCC3(C2CCC3(C(=O)C)OC(=O)C)C)C4(C1=CC(=O)CC4)C. Drug 2: CN1C(=O)N2C=NC(=C2N=N1)C(=O)N. Cell line: HT29. Synergy scores: CSS=5.05, Synergy_ZIP=3.14, Synergy_Bliss=9.16, Synergy_Loewe=3.42, Synergy_HSA=4.65. (8) Drug 1: CC1=C2C(C(=O)C3(C(CC4C(C3C(C(C2(C)C)(CC1OC(=O)C(C(C5=CC=CC=C5)NC(=O)OC(C)(C)C)O)O)OC(=O)C6=CC=CC=C6)(CO4)OC(=O)C)OC)C)OC. Drug 2: CCCCC(=O)OCC(=O)C1(CC(C2=C(C1)C(=C3C(=C2O)C(=O)C4=C(C3=O)C=CC=C4OC)O)OC5CC(C(C(O5)C)O)NC(=O)C(F)(F)F)O. Cell line: UO-31. Synergy scores: CSS=49.3, Synergy_ZIP=5.71, Synergy_Bliss=6.89, Synergy_Loewe=7.70, Synergy_HSA=10.3. (9) Drug 1: CC12CCC3C(C1CCC2=O)CC(=C)C4=CC(=O)C=CC34C. Drug 2: CC1=CC=C(C=C1)C2=CC(=NN2C3=CC=C(C=C3)S(=O)(=O)N)C(F)(F)F. Cell line: HCT-15. Synergy scores: CSS=36.5, Synergy_ZIP=-0.170, Synergy_Bliss=0.114, Synergy_Loewe=-6.13, Synergy_HSA=0.760.